This data is from Experimentally validated miRNA-target interactions with 360,000+ pairs, plus equal number of negative samples. The task is: Binary Classification. Given a miRNA mature sequence and a target amino acid sequence, predict their likelihood of interaction. (1) The miRNA is hsa-miR-1180-3p with sequence UUUCCGGCUCGCGUGGGUGUGU. The protein sequence of the target gene is MKTPENLEEPSATPNPSRTPTERFVYLEALLEGGAPWGFTLKGGLERGEPLIISKIEEGGKADSVSSGLQAGDEVIHINEVALSSPRREAVSLVKGSYKTLRLVVRRDVCAAPGHADPGTSKSLSSELLTCSPQHRKATWSGGVKLRLKQRCSEPATRPHSWHTTKFGETQPDVSMMQISQGTMGPPWHQSYHSSSSTSDLSNYDHAYLRRSPDQCSSQGSMESLEPSGGYPPCHLLSPAKSTSSIDQLGHLHNKRDSAYSSFSTSSSIFEYPPPGGSARERSGSMDVISARGGLLEGMR.... Result: 0 (no interaction). (2) The miRNA is hsa-miR-877-3p with sequence UCCUCUUCUCCCUCCUCCCAG. The protein sequence of the target gene is MAAKEKLEAVLNVALRVPSIMLLDVLYRWDVSSFFQQIQRSSLSNNPLFQYKYLALNMHYVGYILSVVLLTLPRQHLVQLYLYFLTALLLYAGHQISRDYVRSELEFAYEGPMYLEPLSMNRFTTALIGQLVVCTLCSCVMKTKQIWLFSAHMLPLLARLCLVPLETIVIINKFAMIFTGLEVLYFLGSNLLVPYNLAKSAYRELVQVVEVYGLLALGMSLWNQLVVPVLFMVFWLVLFALQIYSYFSTRDQPASRERLLFLFLTSIAECCSTPYSLLGLVFTVSFVALGVLTLCKFYLQ.... Result: 0 (no interaction). (3) The miRNA is hsa-miR-135a-5p with sequence UAUGGCUUUUUAUUCCUAUGUGA. The protein sequence of the target gene is MAGCIPEEKTYRRFLELFLGEFRGPCGGGEPEPEPEPEPEPEPESEPEPEPELVEAEAAEASVEEPGEEAATVAATEEGDQEQDPEPEEEAAVEGEEEEEGAATAAAAPGHSAVPPPPPQLPPLPPLPRPLSERITREEVEGESLDLCLQQLYKYNCPSFLAAALARATSDEVLQSDLSAHYIPKETDGTEGTVEIETVKLARSVFSKLHEICCSWVKDFPLRRRPQLYYETSIHAIKNMRRKMEDKHVCIPDFNMLFNLEDQEEQAYFAVFDGHGGVDAAIYASIHLHVNLVRQEMFPH.... Result: 1 (interaction). (4) The miRNA is mmu-miR-7234-5p with sequence UUGUUUUCUCCAAAGACGUUUCU. The protein sequence of the target gene is MLWRRKSFWLALSAFWLLLVLLGVFPLRLAVLPGPLPGRSQGWPRWLDAAFLQSFSQSETNPEDVAQLPRVSRGSSCTWGACFDTSKCRGKVLKIFVHSPAGPTSEAQRRILDSLEGSRYSALSPADACLLLFLPSQDRRGACGPLPPNWNGGRNHLVLSLYPAPCTRLGQAMVAEASPSSDIFRPGFDLALPYLPEAHPLRGGAPGKLQQHSPQPGATLLAVAEEKGRWRITSTHASACLWDRHCEQDPGPQQTYPGETLPNATFCLIPGHRSATSCFLQALQAGCIPVLLSPRWELPF.... Result: 0 (no interaction). (5) The miRNA is cel-miR-238-3p with sequence UUUGUACUCCGAUGCCAUUCAGA. The protein sequence of the target gene is MPRAGRAPAEGGPAPGTRSSRCLRPRPLAWRRLVPNFGAWAPRKGAARVGRPVLSPRTSGAAGEPTCGAGSPGTLEEGVASGRTRRRTQSAGEVAKCRWGLGQEPLCPRGAVLLNSFSPPAWPQFPPALRLRALAWPQPRGPACGSTAQWPPRGDPTWRIS. Result: 0 (no interaction). (6) The miRNA is hsa-miR-3155a with sequence CCAGGCUCUGCAGUGGGAACU. The protein sequence of the target gene is MDFRTACEETKTGICLLQDGNQEPFKVRLHLAKDILMIQEQDVICVSGEPFYSGERTVTIRRQTVGGFGLSIKGGAEHNIPVVVSKISKEQRAELSGLLFIGDAILQINGINVRKCRHEEVVQVLRNAGEEVTLTVSFLKRAPAFLKLPLNEDCACAPSDQSSGTSSPLCDSGLHLNYHPNNTDTLSCSSWPTSPGLRWEKRWCDLRLIPLLHSRFSQYVPGTDLSRQNAFQVIAVDGVCTGIIQCLSAEDCVDWLQAIATNISNLTKHNIKKINRNFPVNQQIVYMGWCEAREQDPLQD.... Result: 0 (no interaction). (7) The miRNA is hsa-miR-4524a-5p with sequence AUAGCAGCAUGAACCUGUCUCA. The protein sequence of the target gene is MGLQARLLGLLALVIAGKCTYNPEPDQRWMLPPGWVSLGRVDPEEELSLTFALKQRNLERLSELVQAVSDPSSPQYGKYLTLEDVAELVQPSPLTLLTVQKWLSAAGARNCDSVTTQDFLTCWLSVRQAELLLPGAEFHRYVGGPTKTHVIRSPHPYQLPQALAPHVDFVGGLHRFPPSSPRQRPEPQQVGTVSLHLGVTPSVLRQRYNLTAKDVGSGTTNNSQACAQFLEQYFHNSDLTEFMRLFGGSFTHQASVAKVVGKQGRGRAGIEASLDVEYLMSAGANISTWVYSSPGRHEAQ.... Result: 0 (no interaction).